Dataset: NCI-60 drug combinations with 297,098 pairs across 59 cell lines. Task: Regression. Given two drug SMILES strings and cell line genomic features, predict the synergy score measuring deviation from expected non-interaction effect. (1) Drug 1: C1=CC=C(C=C1)NC(=O)CCCCCCC(=O)NO. Drug 2: CC1=C(N=C(N=C1N)C(CC(=O)N)NCC(C(=O)N)N)C(=O)NC(C(C2=CN=CN2)OC3C(C(C(C(O3)CO)O)O)OC4C(C(C(C(O4)CO)O)OC(=O)N)O)C(=O)NC(C)C(C(C)C(=O)NC(C(C)O)C(=O)NCCC5=NC(=CS5)C6=NC(=CS6)C(=O)NCCC[S+](C)C)O. Cell line: LOX IMVI. Synergy scores: CSS=46.7, Synergy_ZIP=2.48, Synergy_Bliss=2.44, Synergy_Loewe=5.91, Synergy_HSA=8.13. (2) Drug 1: C1=C(C(=O)NC(=O)N1)F. Drug 2: C1=NC2=C(N=C(N=C2N1C3C(C(C(O3)CO)O)F)Cl)N. Cell line: MALME-3M. Synergy scores: CSS=46.0, Synergy_ZIP=3.71, Synergy_Bliss=3.52, Synergy_Loewe=4.71, Synergy_HSA=6.98. (3) Synergy scores: CSS=3.02, Synergy_ZIP=-1.25, Synergy_Bliss=-0.197, Synergy_Loewe=0.107, Synergy_HSA=0.113. Cell line: SF-295. Drug 1: CC1=C(C=C(C=C1)NC2=NC=CC(=N2)N(C)C3=CC4=NN(C(=C4C=C3)C)C)S(=O)(=O)N.Cl. Drug 2: CS(=O)(=O)CCNCC1=CC=C(O1)C2=CC3=C(C=C2)N=CN=C3NC4=CC(=C(C=C4)OCC5=CC(=CC=C5)F)Cl. (4) Drug 2: CC1C(C(CC(O1)OC2CC(OC(C2O)C)OC3=CC4=CC5=C(C(=O)C(C(C5)C(C(=O)C(C(C)O)O)OC)OC6CC(C(C(O6)C)O)OC7CC(C(C(O7)C)O)OC8CC(C(C(O8)C)O)(C)O)C(=C4C(=C3C)O)O)O)O. Drug 1: C1CC(=O)NC(=O)C1N2CC3=C(C2=O)C=CC=C3N. Synergy scores: CSS=20.2, Synergy_ZIP=-0.414, Synergy_Bliss=3.69, Synergy_Loewe=9.12, Synergy_HSA=5.15. Cell line: KM12. (5) Drug 1: C1CN1P(=S)(N2CC2)N3CC3. Drug 2: CCCCC(=O)OCC(=O)C1(CC(C2=C(C1)C(=C3C(=C2O)C(=O)C4=C(C3=O)C=CC=C4OC)O)OC5CC(C(C(O5)C)O)NC(=O)C(F)(F)F)O. Cell line: NCI-H322M. Synergy scores: CSS=5.14, Synergy_ZIP=10.0, Synergy_Bliss=7.95, Synergy_Loewe=-6.44, Synergy_HSA=4.48. (6) Drug 1: COC1=C(C=C2C(=C1)N=CN=C2NC3=CC(=C(C=C3)F)Cl)OCCCN4CCOCC4. Drug 2: C1=CC=C(C=C1)NC(=O)CCCCCCC(=O)NO. Cell line: NCI-H322M. Synergy scores: CSS=44.1, Synergy_ZIP=0.347, Synergy_Bliss=-0.604, Synergy_Loewe=-1.74, Synergy_HSA=0.339. (7) Drug 1: CC(C1=C(C=CC(=C1Cl)F)Cl)OC2=C(N=CC(=C2)C3=CN(N=C3)C4CCNCC4)N. Drug 2: COC1=NC(=NC2=C1N=CN2C3C(C(C(O3)CO)O)O)N. Cell line: HCC-2998. Synergy scores: CSS=10.0, Synergy_ZIP=-1.07, Synergy_Bliss=1.49, Synergy_Loewe=-9.81, Synergy_HSA=-2.96.